This data is from Forward reaction prediction with 1.9M reactions from USPTO patents (1976-2016). The task is: Predict the product of the given reaction. Given the reactants Br[C:2]1[CH:3]=[C:4]([CH:32]=[C:33]([Cl:35])[CH:34]=1)[C:5]([N:7]([CH2:21][C:22]1[CH:27]=[CH:26][C:25]([C:28]([CH3:31])([CH3:30])[CH3:29])=[CH:24][CH:23]=1)[CH2:8][CH2:9][C:10]1[CH:15]=[C:14]([C:16]([F:19])([F:18])[F:17])[CH:13]=[C:12]([F:20])[CH:11]=1)=[O:6].[CH2:36](B(O)O)[CH3:37].P([O-])([O-])([O-])=O.[K+].[K+].[K+].C1(P(C2CCCCC2)C2CCCCC2)CCCCC1, predict the reaction product. The product is: [C:28]([C:25]1[CH:26]=[CH:27][C:22]([CH2:21][N:7]([CH2:8][CH2:9][C:10]2[CH:15]=[C:14]([C:16]([F:18])([F:17])[F:19])[CH:13]=[C:12]([F:20])[CH:11]=2)[C:5](=[O:6])[C:4]2[CH:3]=[C:2]([CH2:36][CH3:37])[CH:34]=[C:33]([Cl:35])[CH:32]=2)=[CH:23][CH:24]=1)([CH3:30])([CH3:29])[CH3:31].